From a dataset of Full USPTO retrosynthesis dataset with 1.9M reactions from patents (1976-2016). Predict the reactants needed to synthesize the given product. (1) Given the product [C:39]([C:30]1[C:31]([O:33][C@H:34]([CH3:38])[CH2:35][O:36][CH3:37])=[CH:32][C:27]([NH:26][C:25]([N:7]2[C:6]3[C:11](=[CH:12][C:13]([CH:14]=[O:15])=[C:4]([CH:3]([O:2][CH3:1])[O:16][CH3:17])[N:5]=3)[CH2:10][CH2:9][CH2:8]2)=[O:24])=[N:28][CH:29]=1)#[N:40], predict the reactants needed to synthesize it. The reactants are: [CH3:1][O:2][CH:3]([O:16][CH3:17])[C:4]1[C:13]([CH:14]=[O:15])=[CH:12][C:11]2[CH2:10][CH2:9][CH2:8][NH:7][C:6]=2[N:5]=1.C1([O:24][C:25](=O)[NH:26][C:27]2[CH:32]=[C:31]([O:33][C@H:34]([CH3:38])[CH2:35][O:36][CH3:37])[C:30]([C:39]#[N:40])=[CH:29][N:28]=2)C=CC=CC=1. (2) Given the product [Cl:1][C:2]1[CH:3]=[C:4]([C:8]#[C:9][C@:18]2([OH:22])[CH2:19][CH2:20][CH2:21][C@H:16]([N:12]3[CH:13]=[CH:14][N:15]=[C:11]3[CH3:10])[CH2:17]2)[CH:5]=[CH:6][CH:7]=1, predict the reactants needed to synthesize it. The reactants are: [Cl:1][C:2]1[CH:7]=[CH:6][CH:5]=[C:4]([C:8]#[CH:9])[CH:3]=1.[CH3:10][C:11]1[N:12]([CH:16]2[CH2:21][CH2:20][CH2:19][C:18](=[O:22])[CH2:17]2)[CH:13]=[CH:14][N:15]=1. (3) Given the product [NH3:7].[C:1]([O:5][C:6](=[O:17])[NH:7][CH2:8][CH2:9][C:10]1[CH:15]=[CH:14][C:13]([O:16][CH2:31][CH2:32][C:33]2[CH:38]=[CH:37][C:36]([O:39][CH2:40][C:41]3[CH:46]=[CH:45][CH:44]=[CH:43][CH:42]=3)=[C:35]([C@@H:47]([C:57]3[CH:58]=[CH:59][CH:60]=[CH:61][CH:62]=3)[CH2:48][CH2:49][N:50]([CH:54]([CH3:55])[CH3:56])[CH:51]([CH3:52])[CH3:53])[CH:34]=2)=[CH:12][CH:11]=1)([CH3:4])([CH3:2])[CH3:3], predict the reactants needed to synthesize it. The reactants are: [C:1]([O:5][C:6](=[O:17])[NH:7][CH2:8][CH2:9][C:10]1[CH:15]=[CH:14][C:13]([OH:16])=[CH:12][CH:11]=1)([CH3:4])([CH3:3])[CH3:2].C(=O)([O-])[O-].[K+].[K+].[I-].[K+].CS(O[CH2:31][CH2:32][C:33]1[CH:38]=[CH:37][C:36]([O:39][CH2:40][C:41]2[CH:46]=[CH:45][CH:44]=[CH:43][CH:42]=2)=[C:35]([C@@H:47]([C:57]2[CH:62]=[CH:61][CH:60]=[CH:59][CH:58]=2)[CH2:48][CH2:49][N:50]([CH:54]([CH3:56])[CH3:55])[CH:51]([CH3:53])[CH3:52])[CH:34]=1)(=O)=O. (4) Given the product [NH:1]1[C:9]2[C:4](=[CH:5][CH:6]=[CH:7][CH:8]=2)[CH2:3][C@H:2]1[CH2:10][OH:11], predict the reactants needed to synthesize it. The reactants are: [NH:1]1[C:9]2[C:4](=[CH:5][CH:6]=[CH:7][CH:8]=2)[CH2:3][C@H:2]1[C:10](O)=[O:11]. (5) The reactants are: [CH3:1][S:2][CH2:3][C@H:4]([C:6]([N:8]1[CH2:13][CH2:12][CH:11]([CH:14]2[CH2:19][CH2:18][N:17]([CH3:20])[CH2:16][CH2:15]2)[CH2:10][CH2:9]1)=[O:7])[NH2:5].[Cl:21][C:22]1[CH:23]=[C:24]2[C:28](=[CH:29][CH:30]=1)[NH:27][C:26]([C:31](O)=[O:32])=[CH:25]2. Given the product [ClH:21].[Cl:21][C:22]1[CH:23]=[C:24]2[C:28](=[CH:29][CH:30]=1)[NH:27][C:26]([C:31]([NH:5][C@@H:4]([C:6]([N:8]1[CH2:9][CH2:10][CH:11]([CH:14]3[CH2:15][CH2:16][N:17]([CH3:20])[CH2:18][CH2:19]3)[CH2:12][CH2:13]1)=[O:7])[CH2:3][S:2][CH3:1])=[O:32])=[CH:25]2, predict the reactants needed to synthesize it. (6) Given the product [F:55][C:52]1([F:54])[CH2:53][C@@H:51]1[CH2:50][O:49][C:9]1[CH:14]=[CH:13][C:12]([C:15]2[O:16][C:17]3[N:18]=[C:19]([O:24][CH2:25][C@@H:26]([NH:28][C:29](=[O:35])[O:30][C:31]([CH3:33])([CH3:32])[CH3:34])[CH3:27])[N:20]=[CH:21][C:22]=3[N:23]=2)=[CH:11][C:10]=1[F:36], predict the reactants needed to synthesize it. The reactants are: C(O[C:9]1[CH:14]=[CH:13][C:12]([C:15]2[O:16][C:17]3[N:18]=[C:19]([O:24][CH2:25][C@@H:26]([NH:28][C:29](=[O:35])[O:30][C:31]([CH3:34])([CH3:33])[CH3:32])[CH3:27])[N:20]=[CH:21][C:22]=3[N:23]=2)=[CH:11][C:10]=1[F:36])C1C=CC=CC=1.[N+](C1C=CC(S([O:49][CH2:50][C@H:51]2[CH2:53][C:52]2([F:55])[F:54])(=O)=O)=CC=1)([O-])=O. (7) Given the product [NH2:14][C:3]1[CH:4]=[CH:5][C:6]2[NH:11][C:10](=[O:12])[O:9][C:8](=[O:13])[C:7]=2[C:2]=1[CH3:1], predict the reactants needed to synthesize it. The reactants are: [CH3:1][C:2]1[C:7]2[C:8](=[O:13])[O:9][C:10](=[O:12])[NH:11][C:6]=2[CH:5]=[CH:4][C:3]=1[N+:14]([O-])=O.C(OC(OC(OC(C)(C)C)=O)=O)(C)(C)C.[H][H].